From a dataset of Reaction yield outcomes from USPTO patents with 853,638 reactions. Predict the reaction yield, written as a fraction of the theoretical maximum amount of product (1.0 means a 100% yield; for example, 0.34 means a 34% yield). (1) The reactants are [CH3:1][O:2][C:3](=[O:23])[CH2:4][C@H:5]1[CH2:10][CH2:9][C@H:8]([C:11]2[CH:16]=[CH:15][C:14]([NH:17][C:18](=[O:22])[CH2:19][CH2:20][NH2:21])=[CH:13][CH:12]=2)[CH2:7][CH2:6]1.CCN=C=NCCCN(C)C.[C:35]1([CH3:53])[CH:40]=[CH:39][CH:38]=[CH:37][C:36]=1[N:41]1[CH:45]=[C:44]([C:46](O)=[O:47])[C:43]([C:49]([F:52])([F:51])[F:50])=[N:42]1.C1C=CC2N(O)N=NC=2C=1.C(N(C(C)C)C(C)C)C. The catalyst is ClCCl.C([O-])(O)=O.[Na+]. The product is [CH3:1][O:2][C:3](=[O:23])[CH2:4][C@H:5]1[CH2:6][CH2:7][C@H:8]([C:11]2[CH:12]=[CH:13][C:14]([NH:17][C:18](=[O:22])[CH2:19][CH2:20][NH:21][C:46]([C:44]3[C:43]([C:49]([F:52])([F:51])[F:50])=[N:42][N:41]([C:36]4[CH:37]=[CH:38][CH:39]=[CH:40][C:35]=4[CH3:53])[CH:45]=3)=[O:47])=[CH:15][CH:16]=2)[CH2:9][CH2:10]1. The yield is 0.910. (2) The product is [O:11]=[C:10]1[CH2:9][CH2:8][C:13](=[O:14])[N:12]1[O:15][C:16](=[O:17])[NH:1][C:2]1[CH:3]=[N:4][CH:5]=[CH:6][CH:7]=1. The yield is 0.360. The catalyst is C(#N)C. The reactants are [NH2:1][C:2]1[CH:3]=[N:4][CH:5]=[CH:6][CH:7]=1.[CH2:8]1[C:13](=[O:14])[N:12]([O:15][C:16](ON2C(=O)CCC2=O)=[O:17])[C:10](=[O:11])[CH2:9]1. (3) The reactants are [CH:1]([C:4]1[CH:9]=[CH:8][C:7]([CH:10]=[C:11]([CH3:14])[CH2:12]O)=[CH:6][CH:5]=1)([CH3:3])[CH3:2].P(Br)(Br)[Br:16].O. The catalyst is C(OC(C)C)(C)C. The product is [Br:16][CH2:12][C:11]([CH3:14])=[CH:10][C:7]1[CH:8]=[CH:9][C:4]([CH:1]([CH3:3])[CH3:2])=[CH:5][CH:6]=1. The yield is 0.910. (4) The reactants are [NH2:1][C:2]1[N:6]([C:7]2[CH:8]=[C:9]3[C:13](=[CH:14][CH:15]=2)[N:12]([C:16]([O:18][C:19]([CH3:22])([CH3:21])[CH3:20])=[O:17])[N:11]=[CH:10]3)[N:5]=[C:4]([C:23]([CH3:26])([CH3:25])[CH3:24])[CH:3]=1.[OH-].[Na+].Cl[C:30]([O:32][C:33]([CH3:35])=[CH2:34])=[O:31]. The catalyst is CCOC(C)=O. The product is [C:23]([C:4]1[CH:3]=[C:2]([NH:1][C:30]([O:32][C:33]([CH3:35])=[CH2:34])=[O:31])[N:6]([C:7]2[CH:8]=[C:9]3[C:13](=[CH:14][CH:15]=2)[N:12]([C:16]([O:18][C:19]([CH3:20])([CH3:22])[CH3:21])=[O:17])[N:11]=[CH:10]3)[N:5]=1)([CH3:26])([CH3:25])[CH3:24]. The yield is 0.870. (5) The yield is 0.730. The product is [CH3:20][O:19][CH2:18][CH2:17][O:16][CH2:15][CH2:14][O:13][CH2:12][CH2:11][C:34]1[CH:35]=[CH:36][C:31]([N+:28]([O-:30])=[O:29])=[CH:32][CH:33]=1. The catalyst is CN(C)C=O. The reactants are C1(C)C=CC(S(O[CH2:11][CH2:12][O:13][CH2:14][CH2:15][O:16][CH2:17][CH2:18][O:19][CH3:20])(=O)=O)=CC=1.C(=O)([O-])[O-].[K+].[K+].[N+:28]([C:31]1[CH:36]=[CH:35][C:34](O)=[CH:33][CH:32]=1)([O-:30])=[O:29].O. (6) The reactants are Cl[C:2]1[N:7]=[C:6]([NH:8][C:9]2[C:18]([CH3:19])=[CH:17][CH:16]=[CH:15][C:10]=2[C:11]([NH:13][CH3:14])=[O:12])[C:5]([Cl:20])=[CH:4][N:3]=1.[NH2:21][C:22]1[CH:23]=[CH:24][C:25]2[CH2:31][CH2:30][CH2:29][NH:28][C:27](=[O:32])[C:26]=2[CH:33]=1.CC1(C)[C@]2(CS(O)(=O)=O)C(C[C@H]1CC2)=O. The catalyst is C(O)(C)C. The product is [Cl:20][C:5]1[C:6]([NH:8][C:9]2[C:18]([CH3:19])=[CH:17][CH:16]=[CH:15][C:10]=2[C:11]([NH:13][CH3:14])=[O:12])=[N:7][C:2]([NH:21][C:22]2[CH:23]=[CH:24][C:25]3[CH2:31][CH2:30][CH2:29][NH:28][C:27](=[O:32])[C:26]=3[CH:33]=2)=[N:3][CH:4]=1. The yield is 0.170. (7) The product is [CH3:49][N:50]([CH3:56])[C@H:51]1[CH2:55][CH2:54][N:53]([C:13]([NH:12][C:8]2[CH:7]=[C:6]([O:5][C:4]3[CH:31]=[CH:32][C:33]([NH:34][C:35]([C:37]4([C:40]([NH:41][C:42]5[CH:43]=[CH:44][CH:45]=[CH:46][CH:47]=5)=[O:48])[CH2:39][CH2:38]4)=[O:36])=[C:2]([F:1])[CH:3]=3)[CH:11]=[CH:10][N:9]=2)=[O:14])[CH2:52]1. The reactants are [F:1][C:2]1[CH:3]=[C:4]([CH:31]=[CH:32][C:33]=1[NH:34][C:35]([C:37]1([C:40](=[O:48])[NH:41][C:42]2[CH:47]=[CH:46][CH:45]=[CH:44][CH:43]=2)[CH2:39][CH2:38]1)=[O:36])[O:5][C:6]1[CH:11]=[CH:10][N:9]=[C:8]([N:12](C(OC2C=CC=CC=2)=O)[C:13](=O)[O:14]C2C=CC=CC=2)[CH:7]=1.[CH3:49][N:50]([CH3:56])[C@H:51]1[CH2:55][CH2:54][NH:53][CH2:52]1. The yield is 0.850. The catalyst is CN(C)C=O. (8) The reactants are [O:1]1[CH2:5][CH2:4][CH:3]([O:6][C:7]2[CH:12]=[CH:11][CH:10]=[CH:9][C:8]=2[NH2:13])[CH2:2]1.Cl[C:15]1[C:16]2[C:23]([CH3:24])=[C:22]([CH3:25])[S:21][C:17]=2[N:18]=[CH:19][N:20]=1. The catalyst is CC(O)C. The product is [CH3:24][C:23]1[C:16]2[C:15]([NH:13][C:8]3[CH:9]=[CH:10][CH:11]=[CH:12][C:7]=3[O:6][CH:3]3[CH2:4][CH2:5][O:1][CH2:2]3)=[N:20][CH:19]=[N:18][C:17]=2[S:21][C:22]=1[CH3:25]. The yield is 0.130.